This data is from Reaction yield outcomes from USPTO patents with 853,638 reactions. The task is: Predict the reaction yield, written as a fraction of the theoretical maximum amount of product (1.0 means a 100% yield; for example, 0.34 means a 34% yield). (1) The reactants are [B:10]1([B:10]2[O:14][C:13]([CH3:16])([CH3:15])[C:12]([CH3:18])([CH3:17])[O:11]2)[O:14][C:13]([CH3:16])([CH3:15])[C:12]([CH3:18])([CH3:17])[O:11]1.Br[C:20]1[CH:25]=[C:24]([F:26])[CH:23]=[C:22]([CH:27]([F:29])[F:28])[CH:21]=1.C([O-])(=O)C.[K+]. The catalyst is CN(C=O)C.C(Cl)Cl.C1C=CC(P(C2C=CC=CC=2)[C-]2C=CC=C2)=CC=1.C1C=CC(P(C2C=CC=CC=2)[C-]2C=CC=C2)=CC=1.Cl[Pd]Cl.[Fe+2].C(Cl)Cl. The product is [F:28][CH:27]([F:29])[C:22]1[CH:21]=[C:20]([B:10]2[O:11][C:12]([CH3:17])([CH3:18])[C:13]([CH3:15])([CH3:16])[O:14]2)[CH:25]=[C:24]([F:26])[CH:23]=1. The yield is 0.616. (2) The reactants are [N:1]1([C:12](=[O:13])[C:11]2[NH:10][CH:9]=[N:8][C:7]=2[N:5]([CH3:6])[C:3]1=[O:4])[CH3:2].[C:14](=[O:17])([O-])[O-].[K+].[K+].Br[CH2:21][CH2:22][CH2:23][CH2:24][CH2:25][C:26]([O:28]CC)=[O:27].[CH3:31]N(C)C=O. No catalyst specified. The product is [CH2:14]([O:17][N:10]1[C:11]2[C:12](=[O:13])[N:1]([CH3:2])[C:3](=[O:4])[N:5]([CH3:6])[C:7]=2[N:8]=[C:9]1[CH2:21][CH2:22][CH2:23][CH2:24][CH2:25][C:26]([OH:28])=[O:27])[CH3:31]. The yield is 0.837. (3) The reactants are [Si:1]([O:8][CH2:9][C@@H:10]1[C@H:14]2[O:15][C:16]([CH3:19])([CH3:18])[O:17][C@H:13]2[C@H:12]([NH:20][C:21]2[CH:26]=[C:25](I)[N:24]=[CH:23][N:22]=2)[CH2:11]1)([C:4]([CH3:7])([CH3:6])[CH3:5])([CH3:3])[CH3:2].CCN(CC)CC.[C:35]1([C:41]#[CH:42])[CH:40]=[CH:39][CH:38]=[CH:37][CH:36]=1. The catalyst is CN(C=O)C.[Cu]I.Cl[Pd](Cl)([P](C1C=CC=CC=1)(C1C=CC=CC=1)C1C=CC=CC=1)[P](C1C=CC=CC=1)(C1C=CC=CC=1)C1C=CC=CC=1. The product is [Si:1]([O:8][CH2:9][C@@H:10]1[C@H:14]2[O:15][C:16]([CH3:19])([CH3:18])[O:17][C@H:13]2[C@H:12]([NH:20][C:21]2[CH:26]=[C:25]([C:42]#[C:41][C:35]3[CH:40]=[CH:39][CH:38]=[CH:37][CH:36]=3)[N:24]=[CH:23][N:22]=2)[CH2:11]1)([C:4]([CH3:7])([CH3:6])[CH3:5])([CH3:3])[CH3:2]. The yield is 0.840.